Dataset: Reaction yield outcomes from USPTO patents with 853,638 reactions. Task: Predict the reaction yield, written as a fraction of the theoretical maximum amount of product (1.0 means a 100% yield; for example, 0.34 means a 34% yield). (1) The reactants are [NH2:1][C:2]1[CH:3]=[CH:4][C:5]([C:8]#[N:9])=[N:6][CH:7]=1.[H-].[Na+].[CH2:12](Br)[C:13]1[CH:18]=[CH:17][CH:16]=[CH:15][CH:14]=1. The catalyst is CN(C)C=O.O. The product is [CH2:12]([N:1]([CH2:12][C:13]1[CH:18]=[CH:17][CH:16]=[CH:15][CH:14]=1)[C:2]1[CH:3]=[CH:4][C:5]([C:8]#[N:9])=[N:6][CH:7]=1)[C:13]1[CH:18]=[CH:17][CH:16]=[CH:15][CH:14]=1. The yield is 0.680. (2) The reactants are C([O:4][C:5]1[C:9]2[CH:10]=[CH:11][C:12]([CH3:14])=[CH:13][C:8]=2[O:7][CH:6]=1)(=O)C. The catalyst is Cl.CO.O. The product is [CH3:14][C:12]1[CH:11]=[CH:10][C:9]2[C:5](=[O:4])[CH2:6][O:7][C:8]=2[CH:13]=1. The yield is 0.820. (3) The reactants are [Cl:1][C:2]1[N:3]=[C:4]([C:9]([NH:11][C@H:12]2[CH2:17][CH2:16][N:15]([C:18]3[S:19][C:20]([C:23]([O:25]CC)=[O:24])=[CH:21][N:22]=3)[CH2:14][C@H:13]2[O:28][CH2:29][CH2:30][CH2:31][F:32])=[O:10])[NH:5][C:6]=1[CH2:7][CH3:8].[OH-].[Li+]. The catalyst is CO. The product is [Cl:1][C:2]1[N:3]=[C:4]([C:9]([NH:11][C@H:12]2[CH2:17][CH2:16][N:15]([C:18]3[S:19][C:20]([C:23]([OH:25])=[O:24])=[CH:21][N:22]=3)[CH2:14][C@H:13]2[O:28][CH2:29][CH2:30][CH2:31][F:32])=[O:10])[NH:5][C:6]=1[CH2:7][CH3:8]. The yield is 0.880. (4) The reactants are [CH3:1][N:2]([CH3:7])[S:3](Cl)(=[O:5])=[O:4].[NH2:8][C:9]1[CH:10]=[N:11][CH:12]=[C:13]([Br:15])[CH:14]=1.N1C=CC=CC=1. The catalyst is ClCCl. The product is [Br:15][C:13]1[CH:14]=[C:9]([NH:8][S:3]([N:2]([CH3:7])[CH3:1])(=[O:5])=[O:4])[CH:10]=[N:11][CH:12]=1. The yield is 0.930. (5) The reactants are [NH2:1][C:2]1[C:3]([Br:10])=[CH:4][C:5]([Cl:9])=[C:6]([OH:8])[CH:7]=1.C(=O)([O-])[O-].[Cs+].[Cs+].[I-].[Na+].Br[CH2:20][CH2:21][O:22][Si:23]([C:26]([CH3:29])([CH3:28])[CH3:27])([CH3:25])[CH3:24]. The catalyst is CN1C(=O)CCC1.O. The product is [Br:10][C:3]1[CH:4]=[C:5]([Cl:9])[C:6]([O:8][CH2:20][CH2:21][O:22][Si:23]([C:26]([CH3:29])([CH3:28])[CH3:27])([CH3:25])[CH3:24])=[CH:7][C:2]=1[NH2:1]. The yield is 0.780. (6) The yield is 0.668. The reactants are [F:1][C:2]([F:43])([F:42])[C:3]1[CH:4]=[C:5]([C@H:13]([N:15]([CH3:41])[C:16]([N:18]2[CH2:32][CH2:31][C@:21]3([NH:25][C@@:24]([CH3:30])([C:26](OC)=[O:27])[CH2:23][CH2:22]3)[CH2:20][C@@H:19]2[C:33]2[CH:38]=[CH:37][C:36]([F:39])=[CH:35][C:34]=2[CH3:40])=[O:17])[CH3:14])[CH:6]=[C:7]([C:9]([F:12])([F:11])[F:10])[CH:8]=1.[BH4-].[Li+]. The catalyst is O1CCCC1. The product is [F:43][C:2]([F:1])([F:42])[C:3]1[CH:4]=[C:5]([C@H:13]([N:15]([CH3:41])[C:16]([N:18]2[CH2:32][CH2:31][C@:21]3([NH:25][C@:24]([CH2:26][OH:27])([CH3:30])[CH2:23][CH2:22]3)[CH2:20][C@@H:19]2[C:33]2[CH:38]=[CH:37][C:36]([F:39])=[CH:35][C:34]=2[CH3:40])=[O:17])[CH3:14])[CH:6]=[C:7]([C:9]([F:12])([F:10])[F:11])[CH:8]=1. (7) The reactants are S(Cl)(Cl)=O.[Cl:5][C:6]1[C:7]([CH3:15])=[C:8]([CH:12]=[CH:13][CH:14]=1)[C:9]([OH:11])=O.[Al+3].[Cl-].[Cl-].[Cl-].[CH:20]1C=CC=C[CH:21]=1. The product is [Cl:5][C:6]1[C:7]([CH3:15])=[C:8]2[C:12]([CH2:20][CH2:21][C:9]2=[O:11])=[CH:13][CH:14]=1. The yield is 0.720. The catalyst is ClC(Cl)C.